Task: Predict the product of the given reaction.. Dataset: Forward reaction prediction with 1.9M reactions from USPTO patents (1976-2016) (1) Given the reactants [CH:1]1([C:4]2[N:31]=[C:7]3[NH:8][C:9](=[O:30])[C:10]([CH2:15][C:16]4[CH:21]=[CH:20][C:19]([C:22]5[C:23]([C:28]#[N:29])=[CH:24][CH:25]=[CH:26][CH:27]=5)=[CH:18][CH:17]=4)=[C:11]([CH2:12][CH2:13][CH3:14])[N:6]3[N:5]=2)[CH2:3][CH2:2]1.CI.[C:34](=O)([O-])[O-].[K+].[K+].CN(C)C=O, predict the reaction product. The product is: [CH:1]1([C:4]2[N:31]=[C:7]3[N:8]([CH3:34])[C:9](=[O:30])[C:10]([CH2:15][C:16]4[CH:21]=[CH:20][C:19]([C:22]5[C:23]([C:28]#[N:29])=[CH:24][CH:25]=[CH:26][CH:27]=5)=[CH:18][CH:17]=4)=[C:11]([CH2:12][CH2:13][CH3:14])[N:6]3[N:5]=2)[CH2:2][CH2:3]1. (2) Given the reactants [NH2:1][C:2]1[N:7]=[C:6]([C:8]2[O:9][CH:10]=[CH:11][CH:12]=2)[C:5]([C:13]#[N:14])=[C:4](S(C)=O)[N:3]=1.[CH:18]([NH:21][CH2:22][CH2:23][NH2:24])([CH3:20])[CH3:19], predict the reaction product. The product is: [NH2:1][C:2]1[N:7]=[C:6]([C:8]2[O:9][CH:10]=[CH:11][CH:12]=2)[C:5]([C:13]#[N:14])=[C:4]([NH:24][CH2:23][CH2:22][NH:21][CH:18]([CH3:20])[CH3:19])[N:3]=1. (3) Given the reactants [CH3:1][O:2][C:3]1[CH:8]=[CH:7][C:6]([N:9]2[C:13]3[N:14]=[C:15]([NH:18][C@H:19]4[CH2:23][CH2:22][C@@H:21]([C:24]([OH:26])=O)[CH2:20]4)[N:16]=[CH:17][C:12]=3[N:11]=[N:10]2)=[CH:5][CH:4]=1.Cl.CN(C)CCCN=C=NCC.O.ON1C2C=CC=CC=2N=N1.[CH3:50][N:51]1[CH2:56][CH2:55][NH:54][CH2:53][CH2:52]1, predict the reaction product. The product is: [CH3:1][O:2][C:3]1[CH:8]=[CH:7][C:6]([N:9]2[C:13]3[N:14]=[C:15]([NH:18][C@H:19]4[CH2:23][CH2:22][C@@H:21]([C:24]([N:54]5[CH2:55][CH2:56][N:51]([CH3:50])[CH2:52][CH2:53]5)=[O:26])[CH2:20]4)[N:16]=[CH:17][C:12]=3[N:11]=[N:10]2)=[CH:5][CH:4]=1. (4) The product is: [O:1]1[C:5]2[CH:6]=[CH:7][C:8]([CH2:10][C:11](=[N:13][NH:14][C:15]3[S:17][CH:19]=[C:20]([C:22]4[CH:27]=[CH:26][C:25]([O:28][CH3:29])=[CH:24][CH:23]=4)[N:16]=3)[CH3:12])=[CH:9][C:4]=2[O:3][CH2:2]1. Given the reactants [O:1]1[C:5]2[CH:6]=[CH:7][C:8]([CH2:10][C:11](=[N:13][NH:14][C:15](=[S:17])[NH2:16])[CH3:12])=[CH:9][C:4]=2[O:3][CH2:2]1.Br[CH2:19][C:20]([C:22]1[CH:27]=[CH:26][C:25]([O:28][CH3:29])=[CH:24][CH:23]=1)=O, predict the reaction product.